From a dataset of Full USPTO retrosynthesis dataset with 1.9M reactions from patents (1976-2016). Predict the reactants needed to synthesize the given product. Given the product [CH2:24]([N:15]([CH2:8][C:9]1[CH:10]=[CH:11][CH:12]=[CH:13][CH:14]=1)[CH2:16][CH2:17][CH:18]1[CH2:19][CH2:20][N:21]([C:32]2[CH:37]=[C:36]([CH3:38])[N:35]=[C:34]([CH3:39])[N:33]=2)[CH2:22][CH2:23]1)[C:25]1[CH:30]=[CH:29][CH:28]=[CH:27][CH:26]=1, predict the reactants needed to synthesize it. The reactants are: FC(F)(F)C(O)=O.[CH2:8]([N:15]([CH2:24][C:25]1[CH:30]=[CH:29][CH:28]=[CH:27][CH:26]=1)[CH2:16][CH2:17][CH:18]1[CH2:23][CH2:22][NH:21][CH2:20][CH2:19]1)[C:9]1[CH:14]=[CH:13][CH:12]=[CH:11][CH:10]=1.Cl[C:32]1[CH:37]=[C:36]([CH3:38])[N:35]=[C:34]([CH3:39])[N:33]=1.C([O-])([O-])=O.[K+].[K+].